This data is from NCI-60 drug combinations with 297,098 pairs across 59 cell lines. The task is: Regression. Given two drug SMILES strings and cell line genomic features, predict the synergy score measuring deviation from expected non-interaction effect. (1) Drug 1: CC1=C(C=C(C=C1)NC(=O)C2=CC=C(C=C2)CN3CCN(CC3)C)NC4=NC=CC(=N4)C5=CN=CC=C5. Drug 2: CC1=C(C(=CC=C1)Cl)NC(=O)C2=CN=C(S2)NC3=CC(=NC(=N3)C)N4CCN(CC4)CCO. Cell line: UO-31. Synergy scores: CSS=1.96, Synergy_ZIP=2.65, Synergy_Bliss=8.93, Synergy_Loewe=-3.91, Synergy_HSA=0.0711. (2) Drug 1: CC1=C(C=C(C=C1)NC2=NC=CC(=N2)N(C)C3=CC4=NN(C(=C4C=C3)C)C)S(=O)(=O)N.Cl. Drug 2: C1=NC2=C(N=C(N=C2N1C3C(C(C(O3)CO)O)F)Cl)N. Cell line: SW-620. Synergy scores: CSS=33.9, Synergy_ZIP=7.58, Synergy_Bliss=6.78, Synergy_Loewe=-33.8, Synergy_HSA=-1.26. (3) Drug 1: CC1=C(C=C(C=C1)NC(=O)C2=CC=C(C=C2)CN3CCN(CC3)C)NC4=NC=CC(=N4)C5=CN=CC=C5. Drug 2: C1CCC(C(C1)N)N.C(=O)(C(=O)[O-])[O-].[Pt+4]. Cell line: A498. Synergy scores: CSS=28.0, Synergy_ZIP=-1.87, Synergy_Bliss=0.589, Synergy_Loewe=-9.32, Synergy_HSA=1.53. (4) Drug 1: CN1C2=C(C=C(C=C2)N(CCCl)CCCl)N=C1CCCC(=O)O.Cl. Drug 2: CN(CCCl)CCCl.Cl. Cell line: SNB-75. Synergy scores: CSS=4.77, Synergy_ZIP=-2.16, Synergy_Bliss=-3.72, Synergy_Loewe=-11.8, Synergy_HSA=-4.95. (5) Drug 1: C(CC(=O)O)C(=O)CN.Cl. Drug 2: COCCOC1=C(C=C2C(=C1)C(=NC=N2)NC3=CC=CC(=C3)C#C)OCCOC.Cl. Cell line: SK-MEL-28. Synergy scores: CSS=6.41, Synergy_ZIP=-6.03, Synergy_Bliss=-0.643, Synergy_Loewe=-2.40, Synergy_HSA=-2.04. (6) Drug 1: C1=CN(C=N1)CC(O)(P(=O)(O)O)P(=O)(O)O. Drug 2: C(=O)(N)NO. Cell line: RXF 393. Synergy scores: CSS=3.87, Synergy_ZIP=0.533, Synergy_Bliss=3.28, Synergy_Loewe=2.23, Synergy_HSA=-0.548. (7) Drug 1: CCC1(CC2CC(C3=C(CCN(C2)C1)C4=CC=CC=C4N3)(C5=C(C=C6C(=C5)C78CCN9C7C(C=CC9)(C(C(C8N6C=O)(C(=O)OC)O)OC(=O)C)CC)OC)C(=O)OC)O.OS(=O)(=O)O. Drug 2: CCN(CC)CCCC(C)NC1=C2C=C(C=CC2=NC3=C1C=CC(=C3)Cl)OC. Cell line: DU-145. Synergy scores: CSS=10.7, Synergy_ZIP=-5.37, Synergy_Bliss=-2.14, Synergy_Loewe=-1.29, Synergy_HSA=-1.01.